The task is: Predict the reactants needed to synthesize the given product.. This data is from Full USPTO retrosynthesis dataset with 1.9M reactions from patents (1976-2016). (1) Given the product [C:5]1([C:8]2[N:12]=[C:11]([C:13]3[CH:14]=[CH:15][C:16]([C:17]([OH:19])=[O:18])=[CH:21][CH:22]=3)[O:10][N:9]=2)[CH:4]=[CH:3][CH:2]=[CH:7][CH:6]=1, predict the reactants needed to synthesize it. The reactants are: F[C:2]1[CH:7]=[CH:6][C:5]([C:8]2[N:12]=[C:11]([C:13]3[CH:22]=[CH:21][C:16]([C:17]([O:19]C)=[O:18])=[CH:15][CH:14]=3)[O:10][N:9]=2)=[CH:4][CH:3]=1.CO.[Li+].[OH-]. (2) Given the product [Br:1][C:2]1[C:10]([F:11])=[CH:9][C:5]([C:6]([NH:17][S:14]([CH3:13])(=[O:16])=[O:15])=[O:7])=[C:4]([F:12])[CH:3]=1, predict the reactants needed to synthesize it. The reactants are: [Br:1][C:2]1[C:10]([F:11])=[CH:9][C:5]([C:6](O)=[O:7])=[C:4]([F:12])[CH:3]=1.[CH3:13][S:14]([NH2:17])(=[O:16])=[O:15].Cl.C(N=C=NCCCN(C)C)C. (3) Given the product [N+:1]([C:4]1[CH:5]=[CH:6][C:7]2[C:11]3[CH:12]=[C:13]([S:18]([OH:21])(=[O:20])=[O:19])[CH:14]=[CH:15][C:10]=3[O:9][C:8]=2[CH:16]=1)([O-:3])=[O:2], predict the reactants needed to synthesize it. The reactants are: [N+:1]([C:4]1[CH:5]=[CH:6][C:7]2[C:11]3[CH:12]=[CH:13][CH:14]=[CH:15][C:10]=3[O:9][C:8]=2[CH:16]=1)([O-:3])=[O:2].Cl[S:18]([OH:21])(=[O:20])=[O:19]. (4) Given the product [N:6]1([N:11]=[C:12]2[CH:17]=[CH:16][C:15]([NH:18][C:19](=[O:38])[CH:20]([C:32]3[CH:37]=[CH:36][CH:35]=[CH:34][CH:33]=3)[NH:21][C:22]([NH:24][C:25]3[CH:30]=[CH:29][C:28]([C:4]#[CH:5])=[CH:27][CH:26]=3)=[S:23])=[CH:14][CH2:13]2)[CH2:10][CH2:9][CH2:8][CH2:7]1, predict the reactants needed to synthesize it. The reactants are: N1[CH:5]=[CH:4]N=C1.[N:6]1([N:11]=[C:12]2[CH:17]=[CH:16][C:15]([NH:18][C:19](=[O:38])[CH:20]([C:32]3[CH:37]=[CH:36][CH:35]=[CH:34][CH:33]=3)[NH:21][C:22]([NH:24][C:25]3[CH:30]=[CH:29][C:28](Br)=[CH:27][CH:26]=3)=[S:23])=[CH:14][CH2:13]2)[CH2:10][CH2:9][CH2:8][CH2:7]1. (5) Given the product [CH2:14]([N:13]([CH2:21][C:22]1[CH:23]=[CH:24][CH:25]=[CH:26][CH:27]=1)[CH2:12][CH2:11][CH2:10][CH2:9][CH2:8][NH:7][CH3:6])[C:15]1[CH:20]=[CH:19][CH:18]=[CH:17][CH:16]=1, predict the reactants needed to synthesize it. The reactants are: C(O[C:6](=O)[NH:7][CH2:8][CH2:9][CH2:10][CH2:11][CH2:12][N:13]([CH2:21][C:22]1[CH:27]=[CH:26][CH:25]=[CH:24][CH:23]=1)[CH2:14][C:15]1[CH:20]=[CH:19][CH:18]=[CH:17][CH:16]=1)(C)(C)C.[H-].[Al+3].[Li+].[H-].[H-].[H-].